Dataset: Full USPTO retrosynthesis dataset with 1.9M reactions from patents (1976-2016). Task: Predict the reactants needed to synthesize the given product. (1) Given the product [CH3:1][C:2]1[CH:7]=[C:6]([CH3:8])[NH:5][C:4](=[O:9])[C:3]=1[CH2:10][NH:11][C:12]([C:14]1[C:15]2[CH:41]=[N:40][N:39]([CH:42]([CH3:44])[CH3:43])[C:16]=2[N:17]=[C:18]([C:20]2[CH2:25][CH2:24][N:23]([CH:26]3[CH2:27][CH2:28][NH:29][CH2:30][CH2:31]3)[CH2:22][CH:21]=2)[CH:19]=1)=[O:13], predict the reactants needed to synthesize it. The reactants are: [CH3:1][C:2]1[CH:7]=[C:6]([CH3:8])[NH:5][C:4](=[O:9])[C:3]=1[CH2:10][NH:11][C:12]([C:14]1[CH:19]=[C:18]([C:20]2[CH2:25][CH2:24][N:23]([CH:26]3[CH2:31][CH2:30][N:29](C(OC(C)(C)C)=O)[CH2:28][CH2:27]3)[CH2:22][CH:21]=2)[N:17]=[C:16]2[N:39]([CH:42]([CH3:44])[CH3:43])[N:40]=[CH:41][C:15]=12)=[O:13].C(O)(C(F)(F)F)=O. (2) Given the product [C:26]([N:13]([C:11]([C:4]1[C:3]([NH2:2])=[N:8][C:7]([NH2:9])=[C:6]([Cl:10])[N:5]=1)=[O:12])[C:14](=[NH:17])[S:15][CH3:16])([O:25][CH2:18][C:19]1[CH:24]=[CH:23][CH:22]=[CH:21][CH:20]=1)=[O:27], predict the reactants needed to synthesize it. The reactants are: I.[NH2:2][C:3]1[C:4]([C:11]([NH:13][C:14](=[NH:17])[S:15][CH3:16])=[O:12])=[N:5][C:6]([Cl:10])=[C:7]([NH2:9])[N:8]=1.[CH2:18]([O:25][C:26](ON1C(=O)CCC1=O)=[O:27])[C:19]1[CH:24]=[CH:23][CH:22]=[CH:21][CH:20]=1.